The task is: Predict the reactants needed to synthesize the given product.. This data is from Full USPTO retrosynthesis dataset with 1.9M reactions from patents (1976-2016). (1) Given the product [CH3:21][C:22]1[CH:27]=[CH:26][C:25]([S:28]([O:13][CH2:12][CH2:11][CH2:10][CH2:9][O:8][C:6]2[CH:5]=[CH:4][CH:3]=[C:2]([Cl:1])[N:7]=2)(=[O:30])=[O:29])=[CH:24][CH:23]=1, predict the reactants needed to synthesize it. The reactants are: [Cl:1][C:2]1[N:7]=[C:6]([O:8][CH2:9][CH2:10][CH2:11][CH2:12][OH:13])[CH:5]=[CH:4][CH:3]=1.C(N(CC)CC)C.[CH3:21][C:22]1[CH:27]=[CH:26][C:25]([S:28](Cl)(=[O:30])=[O:29])=[CH:24][CH:23]=1. (2) Given the product [CH:34]1([CH2:33][CH:32]([N:4]2[C:3](=[O:15])[CH:2]=[C:7]([O:28][C:23]3[CH:24]=[CH:25][CH:26]=[CH:27][C:22]=3[N:16]3[CH2:21][CH2:20][CH2:19][CH2:18][CH2:17]3)[CH:6]=[N:5]2)[C:31]([OH:30])=[O:40])[CH2:38][CH2:37][CH2:36][CH2:35]1, predict the reactants needed to synthesize it. The reactants are: Cl[C:2]1[C:3](=[O:15])[N:4](C2CCCCO2)[N:5]=[CH:6][C:7]=1Cl.[N:16]1([C:22]2[CH:27]=[CH:26][CH:25]=[CH:24][C:23]=2[OH:28])[CH2:21][CH2:20][CH2:19][CH2:18][CH2:17]1.C[O:30][C:31](=[O:40])[CH:32](Br)[CH2:33][CH:34]1[CH2:38][CH2:37][CH2:36][CH2:35]1. (3) The reactants are: [CH3:1][O:2][C:3](=[O:10])[CH2:4][C:5]([CH:7]1[CH2:9][CH2:8]1)=O.C([O-])(=O)C.[NH4+:15]. Given the product [CH3:1][O:2][C:3](=[O:10])[CH:4]=[C:5]([NH2:15])[CH:7]1[CH2:9][CH2:8]1, predict the reactants needed to synthesize it. (4) Given the product [CH3:29][N:24]1[C:23]([C:21](=[O:22])[NH:20][CH3:19])=[C:27]([NH:28][C:9]([C:7]2[C:6]([NH:12][C:13]3[CH:14]=[N:15][CH:16]=[N:17][CH:18]=3)=[N:5][CH:4]=[C:3]([O:2][CH3:1])[N:8]=2)=[O:11])[CH:26]=[N:25]1, predict the reactants needed to synthesize it. The reactants are: [CH3:1][O:2][C:3]1[N:8]=[C:7]([C:9]([OH:11])=O)[C:6]([NH:12][C:13]2[CH:14]=[N:15][CH:16]=[N:17][CH:18]=2)=[N:5][CH:4]=1.[CH3:19][NH:20][C:21]([C:23]1[N:24]([CH3:29])[N:25]=[CH:26][C:27]=1[NH2:28])=[O:22]. (5) Given the product [N:1]1[C:9]2[C:4](=[N:5][CH:6]=[CH:7][CH:8]=2)[NH:3][C:2]=1[C:10]1[C:11]([O:20][CH3:21])=[CH:12][C:13]([O:18][CH3:19])=[C:14](/[CH:15]=[CH:23]/[C:22]([C:25]2[CH:33]=[CH:32][C:28]([C:29]([OH:31])=[O:30])=[CH:27][CH:26]=2)=[O:24])[CH:17]=1, predict the reactants needed to synthesize it. The reactants are: [N:1]1[C:9]2[C:4](=[N:5][CH:6]=[CH:7][CH:8]=2)[NH:3][C:2]=1[C:10]1[C:11]([O:20][CH3:21])=[CH:12][C:13]([O:18][CH3:19])=[C:14]([CH:17]=1)[CH:15]=O.[C:22]([C:25]1[CH:33]=[CH:32][C:28]([C:29]([OH:31])=[O:30])=[CH:27][CH:26]=1)(=[O:24])[CH3:23]. (6) Given the product [NH2:29][C:6](=[O:8])[C:5]([NH:10][C:11]([C:13]1[CH:18]=[C:17]([O:19][CH2:20][C:21]([F:23])([F:24])[F:22])[C:16]([CH:25]2[CH2:27][CH2:26]2)=[CH:15][N:14]=1)=[O:12])([CH3:9])[CH2:4][CH:1]1[CH2:2][CH2:3]1, predict the reactants needed to synthesize it. The reactants are: [CH:1]1([CH2:4][C:5]([NH:10][C:11]([C:13]2[CH:18]=[C:17]([O:19][CH2:20][C:21]([F:24])([F:23])[F:22])[C:16]([CH:25]3[CH2:27][CH2:26]3)=[CH:15][N:14]=2)=[O:12])([CH3:9])[C:6]([OH:8])=O)[CH2:3][CH2:2]1.[Cl-].[NH4+:29]. (7) Given the product [Br:1][C:2]1[C:3]([NH:12][CH:13]=[C:27]2[C:28](=[O:30])[O:29][C:24]([CH3:32])([CH3:23])[O:25][C:26]2=[O:31])=[CH:4][C:5]2[O:10][CH2:9][CH2:8][O:7][C:6]=2[CH:11]=1, predict the reactants needed to synthesize it. The reactants are: [Br:1][C:2]1[C:3]([NH2:12])=[CH:4][C:5]2[O:10][CH2:9][CH2:8][O:7][C:6]=2[CH:11]=1.[CH:13](OCC)(OCC)OCC.[CH3:23][C:24]1([CH3:32])[O:29][C:28](=[O:30])[CH2:27][C:26](=[O:31])[O:25]1. (8) The reactants are: [CH3:1][CH:2]1[CH2:7][CH:6]([C:8]2[CH:15]=[CH:14][C:11]([C:12]#[N:13])=[CH:10][CH:9]=2)[CH2:5][CH2:4][NH:3]1.CCN=C=NCCCN(C)C.Cl.[CH:28]1([C:32]2[C:40]([C:41]3[NH:45][C:44]([CH2:46][CH3:47])=[N:43][N:42]=3)=[CH:39][C:35]([C:36](O)=[O:37])=[C:34]([CH3:48])[CH:33]=2)[CH2:31][CH2:30][CH2:29]1. Given the product [CH:28]1([C:32]2[C:40]([C:41]3[NH:45][C:44]([CH2:46][CH3:47])=[N:43][N:42]=3)=[CH:39][C:35]([C:36]([N:3]3[CH2:4][CH2:5][CH:6]([C:8]4[CH:9]=[CH:10][C:11]([C:12]#[N:13])=[CH:14][CH:15]=4)[CH2:7][CH:2]3[CH3:1])=[O:37])=[C:34]([CH3:48])[CH:33]=2)[CH2:29][CH2:30][CH2:31]1, predict the reactants needed to synthesize it.